Dataset: Peptide-MHC class I binding affinity with 185,985 pairs from IEDB/IMGT. Task: Regression. Given a peptide amino acid sequence and an MHC pseudo amino acid sequence, predict their binding affinity value. This is MHC class I binding data. The peptide sequence is QSSSMRKTDW. The MHC is HLA-B58:01 with pseudo-sequence HLA-B58:01. The binding affinity (normalized) is 0.600.